From a dataset of Full USPTO retrosynthesis dataset with 1.9M reactions from patents (1976-2016). Predict the reactants needed to synthesize the given product. (1) Given the product [NH2:26][C:22]1[S:23][CH2:24][CH2:25][C@:18]2([N:21]=1)[C:17]1[CH:16]=[C:15]([NH:27][C:28]([C:30]3[CH:35]=[N:34][C:33]([O:36][CH3:37])=[CH:32][N:31]=3)=[O:29])[CH:14]=[CH:13][C:12]=1[O:11][C:10]1[C:19]2=[CH:20][C:7]([C:44]2[CH2:45][CH2:46][O:41][CH2:42][CH:43]=2)=[CH:8][C:9]=1[F:38], predict the reactants needed to synthesize it. The reactants are: FC(F)(F)S(O[C:7]1[CH:20]=[C:19]2[C:10]([O:11][C:12]3[CH:13]=[CH:14][C:15]([NH:27][C:28]([C:30]4[CH:35]=[N:34][C:33]([O:36][CH3:37])=[CH:32][N:31]=4)=[O:29])=[CH:16][C:17]=3[C@:18]32[CH2:25][CH2:24][S:23][C:22]([NH2:26])=[N:21]3)=[C:9]([F:38])[CH:8]=1)(=O)=O.[O:41]1[CH2:46][CH:45]=[C:44](B2OC(C)(C)C(C)(C)O2)[CH2:43][CH2:42]1.C(=O)([O-])[O-].[K+].[K+]. (2) Given the product [ClH:10].[CH2:1]([NH2:8])[C:2]1[CH:7]=[CH:6][CH:5]=[CH:4][CH:3]=1, predict the reactants needed to synthesize it. The reactants are: [CH:1](=[N:8]O)[C:2]1[CH:7]=[CH:6][CH:5]=[CH:4][CH:3]=1.[ClH:10]. (3) Given the product [F:1][C:2]([F:17])([F:18])[CH2:3][CH2:4][CH2:5][C:6]([C:9]1[CH:10]=[CH:11][C:12]([CH2:13][OH:14])=[CH:15][CH:16]=1)([CH3:8])[CH3:7], predict the reactants needed to synthesize it. The reactants are: [F:1][C:2]([F:18])([F:17])[CH2:3][CH2:4][CH2:5][C:6]([C:9]1[CH:16]=[CH:15][C:12]([CH:13]=[O:14])=[CH:11][CH:10]=1)([CH3:8])[CH3:7].C(C(C1C=CC(C=O)=CC=1)(C)CC)C.[BH4-].[K+]. (4) Given the product [CH2:11]([N:18]1[C:19](=[O:37])[C:20]([CH2:27][CH2:28][O:29][CH2:30][C:31]2[CH:36]=[CH:35][CH:34]=[CH:33][CH:32]=2)([CH3:26])[O:21][CH2:22][CH:23]1[CH:24]=[O:25])[C:12]1[CH:17]=[CH:16][CH:15]=[CH:14][CH:13]=1, predict the reactants needed to synthesize it. The reactants are: CS(C)=O.C(Cl)(=O)C(Cl)=O.[CH2:11]([N:18]1[CH:23]([CH2:24][OH:25])[CH2:22][O:21][C:20]([CH2:27][CH2:28][O:29][CH2:30][C:31]2[CH:36]=[CH:35][CH:34]=[CH:33][CH:32]=2)([CH3:26])[C:19]1=[O:37])[C:12]1[CH:17]=[CH:16][CH:15]=[CH:14][CH:13]=1.C(N(CC)CC)C. (5) The reactants are: [NH2:1][C:2]1[S:3][C:4]([Cl:7])=[CH:5][N:6]=1.Cl[C:9](=[O:14])[C:10]([O:12][CH3:13])=[O:11]. Given the product [CH3:13][O:12][C:10](=[O:11])[C:9]([NH:1][C:2]1[S:3][C:4]([Cl:7])=[CH:5][N:6]=1)=[O:14], predict the reactants needed to synthesize it. (6) Given the product [C:22]1([C:17]2[C:18]3[C:19]4[CH2:20][CH2:21][NH:8][CH2:9][CH2:10][C:11]=4[NH:12][C:13]=3[CH:14]=[CH:15][CH:16]=2)[CH:23]=[CH:24][CH:25]=[CH:26][CH:27]=1, predict the reactants needed to synthesize it. The reactants are: C([N:8]1[CH2:21][CH2:20][C:19]2[C:18]3[C:17]([C:22]4[CH:27]=[CH:26][CH:25]=[CH:24][CH:23]=4)=[CH:16][CH:15]=[CH:14][C:13]=3[NH:12][C:11]=2[CH2:10][CH2:9]1)C1C=CC=CC=1. (7) Given the product [Br:21][C:22]1[CH:29]=[CH:28][C:25]([C:26]2[N:8]([CH2:9][C@@H:10]3[CH2:14][CH2:13][N:12]([C:15]([CH:17]4[CH2:18][CH2:19]4)=[O:16])[CH2:11]3)[C:5]3=[N:6][CH:7]=[C:2]([Cl:1])[CH:3]=[C:4]3[N:20]=2)=[CH:24][CH:23]=1, predict the reactants needed to synthesize it. The reactants are: [Cl:1][C:2]1[CH:3]=[C:4]([NH2:20])[C:5]([NH:8][CH2:9][C@@H:10]2[CH2:14][CH2:13][N:12]([C:15]([CH:17]3[CH2:19][CH2:18]3)=[O:16])[CH2:11]2)=[N:6][CH:7]=1.[Br:21][C:22]1[CH:29]=[CH:28][C:25]([CH:26]=O)=[CH:24][CH:23]=1. (8) Given the product [C:24]([C:23]1[CH:26]=[CH:27][C:20]([CH2:19][N:17]([CH2:19][C:20]2[CH:27]=[CH:26][C:23]([C:24]#[N:25])=[CH:22][CH:21]=2)[C:15]2[CH:14]=[CH:13][C:12]3[NH:8][CH:9]=[N:10][C:11]=3[CH:16]=2)=[CH:21][CH:22]=1)#[N:25], predict the reactants needed to synthesize it. The reactants are: C([N:8]1[C:12]2[CH:13]=[CH:14][C:15]([NH2:17])=[CH:16][C:11]=2[N:10]=[CH:9]1)(OC(C)(C)C)=O.Br[CH2:19][C:20]1[CH:27]=[CH:26][C:23]([C:24]#[N:25])=[CH:22][CH:21]=1.C([O-])([O-])=O.[K+].[K+]. (9) The reactants are: [Cl:1][CH2:2][CH2:3][CH2:4][O:5][C:6]1[CH:14]=[CH:13][C:9]([C:10](O)=[O:11])=[CH:8][C:7]=1[O:15][CH3:16].S(Cl)([Cl:19])=O. Given the product [Cl:1][CH2:2][CH2:3][CH2:4][O:5][C:6]1[CH:14]=[CH:13][C:9]([C:10]([Cl:19])=[O:11])=[CH:8][C:7]=1[O:15][CH3:16], predict the reactants needed to synthesize it.